From a dataset of Full USPTO retrosynthesis dataset with 1.9M reactions from patents (1976-2016). Predict the reactants needed to synthesize the given product. (1) The reactants are: [C:1]([O-:10])(=[O:9])[C:2]1[C:3](=[CH:5][CH:6]=[CH:7][CH:8]=1)[OH:4].[CH2:11]([N+:27]1[CH:32]=[CH:31][CH:30]=[CH:29][CH:28]=1)[CH2:12][CH2:13][CH2:14][CH2:15][CH2:16][CH2:17][CH2:18][CH2:19][CH2:20][CH2:21][CH2:22][CH2:23][CH2:24][CH2:25][CH3:26].[CH3:33][C:34]([O:39][C:40]1[CH:41]=[CH:42][C:43]([Cl:46])=[CH:44][CH:45]=1)([C:36]([OH:38])=[O:37])[CH3:35]. Given the product [C:1]([O-:10])(=[O:9])[C:2]1[C:3](=[CH:5][CH:6]=[CH:7][CH:8]=1)[OH:4].[CH2:11]([N+:27]1[CH:28]=[CH:29][CH:30]=[CH:31][CH:32]=1)[CH2:12][CH2:13][CH2:14][CH2:15][CH2:16][CH2:17][CH2:18][CH2:19][CH2:20][CH2:21][CH2:22][CH2:23][CH2:24][CH2:25][CH3:26].[CH3:1][CH2:2][O:37][C:36]([C:34]([O:39][C:40]1[CH:45]=[CH:44][C:43]([Cl:46])=[CH:42][CH:41]=1)([CH3:33])[CH3:35])=[O:38], predict the reactants needed to synthesize it. (2) Given the product [Br:1][C:2]1[CH:8]=[CH:7][C:5]([NH:6][C:17](=[O:18])[O:16][C:13]([CH3:15])([CH3:14])[CH3:12])=[C:4]([N+:9]([O-:11])=[O:10])[CH:3]=1, predict the reactants needed to synthesize it. The reactants are: [Br:1][C:2]1[CH:8]=[CH:7][C:5]([NH2:6])=[C:4]([N+:9]([O-:11])=[O:10])[CH:3]=1.[CH3:12][C:13]([O:16][C:17](O[C:17]([O:16][C:13]([CH3:15])([CH3:14])[CH3:12])=[O:18])=[O:18])([CH3:15])[CH3:14]. (3) Given the product [CH2:7]([O:14][CH:15]1[CH2:18][C:17](=[O:19])[CH2:16]1)[C:8]1[CH:13]=[CH:12][CH:11]=[CH:10][CH:9]=1, predict the reactants needed to synthesize it. The reactants are: CS(CSC)=O.[CH2:7]([O:14][CH:15]1[CH2:18][C:17](=[O:19])[CH2:16]1)[C:8]1[CH:13]=[CH:12][CH:11]=[CH:10][CH:9]=1.C([Li])CCC.BrCC(OCC1C=CC=CC=1)CBr.O. (4) Given the product [C:1]1([C:14]2[CH:15]=[CH:16][CH:17]=[CH:18][CH:19]=2)[CH:2]=[CH:3][C:4]([CH2:7][C@H:8]2[N:12]([C:25](=[O:30])[C:26]([CH3:29])([CH3:28])[CH3:27])[C:11](=[O:13])[CH2:10][CH2:9]2)=[CH:5][CH:6]=1, predict the reactants needed to synthesize it. The reactants are: [C:1]1([C:14]2[CH:19]=[CH:18][CH:17]=[CH:16][CH:15]=2)[CH:6]=[CH:5][C:4]([CH2:7][C@H:8]2[NH:12][C:11](=[O:13])[CH2:10][CH2:9]2)=[CH:3][CH:2]=1.C([Li])CCC.[C:25](Cl)(=[O:30])[C:26]([CH3:29])([CH3:28])[CH3:27]. (5) Given the product [Br:17][C:16]1[C:2]([NH:1][C:25](=[O:30])[C:26]([CH3:29])([CH3:28])[CH3:27])=[CH:3][C:4]2[C:8]3[CH:9]=[CH:10][CH:11]=[CH:12][C:7]=3[S:6](=[O:14])(=[O:13])[C:5]=2[CH:15]=1, predict the reactants needed to synthesize it. The reactants are: [NH2:1][C:2]1[C:16]([Br:17])=[CH:15][C:5]2[S:6](=[O:14])(=[O:13])[C:7]3[CH:12]=[CH:11][CH:10]=[CH:9][C:8]=3[C:4]=2[CH:3]=1.C(N(CC)CC)C.[C:25](Cl)(=[O:30])[C:26]([CH3:29])([CH3:28])[CH3:27]. (6) The reactants are: [NH:1]1[CH2:5]C[CH2:3][CH2:2]1.[NH:6]1[CH:10]=[CH:9][CH:8]=[C:7]1/[CH:11]=[C:12]1\[C:13](=[O:35])[NH:14][C:15]2[C:20]\1=[CH:19][CH:18]=[C:17]([NH:21][C:22](=[O:34])CC(NC1C=CC(F)=CC=1)=O)[CH:16]=2.[NH:36]1C=CC=C1C=O.[CH2:43]([OH:45])C. Given the product [NH:6]1[CH:10]=[CH:9][CH:8]=[C:7]1/[CH:11]=[C:12]1\[C:13](=[O:35])[NH:14][C:15]2[C:20]\1=[CH:19][CH:18]=[C:17]([NH:21][C:22]([N:36]1[CH2:3][CH2:2][N:1]([CH3:5])[C:43]1=[O:45])=[O:34])[CH:16]=2, predict the reactants needed to synthesize it. (7) Given the product [CH3:1][C:2]1[C:6]([CH2:7][N:8]2[N:12]=[N:11][C:10]([NH:13][C:20](=[O:21])[C:19]3[CH:23]=[CH:24][CH:25]=[C:17]([O:16][CH3:15])[CH:18]=3)=[N:9]2)=[C:5]([CH3:14])[O:4][N:3]=1, predict the reactants needed to synthesize it. The reactants are: [CH3:1][C:2]1[C:6]([CH2:7][N:8]2[N:12]=[N:11][C:10]([NH2:13])=[N:9]2)=[C:5]([CH3:14])[O:4][N:3]=1.[CH3:15][O:16][C:17]1[CH:18]=[C:19]([CH:23]=[CH:24][CH:25]=1)[C:20](Cl)=[O:21].N1C=CC=CC=1. (8) Given the product [Cl:1][C:2]1[CH:3]=[C:4]([OH:9])[CH:5]=[C:6]([F:8])[C:7]=1[CH2:12][OH:10], predict the reactants needed to synthesize it. The reactants are: [Cl:1][C:2]1[CH:3]=[C:4]([OH:9])[CH:5]=[C:6]([F:8])[CH:7]=1.[OH-:10].[K+].[CH2:12]=O.Cl. (9) Given the product [CH3:10][O:11][C:12](=[O:29])[C:13]1[CH:18]=[CH:17][C:16]([O:19][CH2:20][CH2:21][N:22]2[CH2:27][CH2:26][N:25]([CH2:4][CH2:3][C:2]([CH3:7])([CH3:6])[CH3:1])[CH2:24][CH2:23]2)=[C:15]([CH3:28])[CH:14]=1, predict the reactants needed to synthesize it. The reactants are: [CH3:1][C:2]([CH3:7])([CH3:6])[CH2:3][CH:4]=O.Cl.Cl.[CH3:10][O:11][C:12](=[O:29])[C:13]1[CH:18]=[CH:17][C:16]([O:19][CH2:20][CH2:21][N:22]2[CH2:27][CH2:26][NH:25][CH2:24][CH2:23]2)=[C:15]([CH3:28])[CH:14]=1.C([BH3-])#N.[Na+].